This data is from Reaction yield outcomes from USPTO patents with 853,638 reactions. The task is: Predict the reaction yield, written as a fraction of the theoretical maximum amount of product (1.0 means a 100% yield; for example, 0.34 means a 34% yield). (1) The reactants are [CH3:1][O:2][C:3]1[CH:31]=[CH:30][C:6]([CH2:7][O:8][C:9]2[CH:10]=[C:11]([CH:24]=[C:25]([N+:27]([O-:29])=[O:28])[CH:26]=2)[C:12]([O:14]CC2C=CC(OC)=CC=2)=[O:13])=[CH:5][CH:4]=1.[OH-].[Na+]. The catalyst is CO.C1COCC1.O. The product is [CH3:1][O:2][C:3]1[CH:4]=[CH:5][C:6]([CH2:7][O:8][C:9]2[CH:10]=[C:11]([CH:24]=[C:25]([N+:27]([O-:29])=[O:28])[CH:26]=2)[C:12]([OH:14])=[O:13])=[CH:30][CH:31]=1. The yield is 0.980. (2) The reactants are [NH2:1][C:2]1[CH:11]=[CH:10][C:9]([C:12]([F:15])([F:14])[F:13])=[CH:8][C:3]=1[C:4]([O:6][CH3:7])=[O:5].C(N(CC)CC)C.[F:23][C:24]([F:37])([F:36])[S:25](O[S:25]([C:24]([F:37])([F:36])[F:23])(=[O:27])=[O:26])(=[O:27])=[O:26].O. The catalyst is ClCCl. The product is [F:15][C:12]([F:13])([F:14])[C:9]1[CH:10]=[CH:11][C:2]([NH:1][S:25]([C:24]([F:37])([F:36])[F:23])(=[O:27])=[O:26])=[C:3]([CH:8]=1)[C:4]([O:6][CH3:7])=[O:5]. The yield is 0.750.